Task: Predict which catalyst facilitates the given reaction.. Dataset: Catalyst prediction with 721,799 reactions and 888 catalyst types from USPTO (1) Reactant: [Cl:1][C:2]1[N:7]=[C:6]([NH:8][C@H:9]2[CH2:14][CH2:13][CH2:12][CH:11]([OH:15])[CH2:10]2)[C:5]([F:16])=[CH:4][N:3]=1.CC(OI1(OC(C)=O)(OC(C)=O)OC(=O)C2C=CC=CC1=2)=O. Product: [Cl:1][C:2]1[N:7]=[C:6]([NH:8][C@H:9]2[CH2:14][CH2:13][CH2:12][C:11](=[O:15])[CH2:10]2)[C:5]([F:16])=[CH:4][N:3]=1. The catalyst class is: 2. (2) Reactant: [CH3:1][N:2]1[C:10]2[C:5](=[CH:6][CH:7]=[CH:8][CH:9]=2)[CH:4]=[C:3]1[C:11]([O-])=[O:12].[H-].[H-].[H-].[H-].[Li+].[Al+3]. Product: [CH3:1][N:2]1[C:10]2[C:5](=[CH:6][CH:7]=[CH:8][CH:9]=2)[CH:4]=[C:3]1[CH2:11][OH:12]. The catalyst class is: 1. (3) Reactant: [CH:1]([C@H:14]1[O:19][CH2:18][C@@H:17]([NH2:20])[CH2:16][CH2:15]1)([C:8]1[CH:13]=[CH:12][CH:11]=[CH:10][CH:9]=1)[C:2]1[CH:7]=[CH:6][CH:5]=[CH:4][CH:3]=1.[F:21][C:22]1[CH:29]=[CH:28][C:25]([CH:26]=O)=[CH:24][CH:23]=1.C(O)(=O)C.[BH3-]C#N.[Na+]. Product: [CH:1]([C@H:14]1[O:19][CH2:18][C@@H:17]([NH:20][CH2:26][C:25]2[CH:28]=[CH:29][C:22]([F:21])=[CH:23][CH:24]=2)[CH2:16][CH2:15]1)([C:8]1[CH:13]=[CH:12][CH:11]=[CH:10][CH:9]=1)[C:2]1[CH:3]=[CH:4][CH:5]=[CH:6][CH:7]=1. The catalyst class is: 525. (4) Reactant: [F:1][C:2]1[C:31]([F:32])=[CH:30][CH:29]=[CH:28][C:3]=1[O:4][C:5]1[CH:10]=[CH:9][C:8]([C:11]2[C:19]3[C:14](=[N:15][CH:16]=[N:17][C:18]=3[NH2:20])[N:13]([CH2:21][C@H:22]3[CH2:26][CH2:25][CH2:24][NH:23]3)[N:12]=2)=[C:7]([F:27])[CH:6]=1.[C:33]([CH2:35][C:36](O)=[O:37])#[N:34].CN(C(ON1N=NC2C=CC=NC1=2)=[N+](C)C)C.F[P-](F)(F)(F)(F)F.C(O)(C(F)(F)F)=O. Product: [NH2:20][C:18]1[N:17]=[CH:16][N:15]=[C:14]2[N:13]([CH2:21][C@H:22]3[CH2:26][CH2:25][CH2:24][N:23]3[C:36](=[O:37])[CH2:35][C:33]#[N:34])[N:12]=[C:11]([C:8]3[CH:9]=[CH:10][C:5]([O:4][C:3]4[CH:28]=[CH:29][CH:30]=[C:31]([F:32])[C:2]=4[F:1])=[CH:6][C:7]=3[F:27])[C:19]=12. The catalyst class is: 9. (5) Reactant: [N:1]1[C:5]2[CH:6]=[CH:7][C:8]([C:10]([N:12]3[CH2:19][CH2:18][CH:17]4[C:20]([CH3:22])([CH3:21])[CH:13]3[CH2:14][C:15]3[C:26]([O:27]C)=[CH:25][CH:24]=[CH:23][C:16]=34)=[O:11])=[CH:9][C:4]=2[NH:3][CH:2]=1. Product: [N:1]1[C:5]2[CH:6]=[CH:7][C:8]([C:10]([N:12]3[CH2:19][CH2:18][CH:17]4[C:20]([CH3:22])([CH3:21])[CH:13]3[CH2:14][C:15]3[C:26]([OH:27])=[CH:25][CH:24]=[CH:23][C:16]=34)=[O:11])=[CH:9][C:4]=2[NH:3][CH:2]=1. The catalyst class is: 201.